Dataset: CYP3A4 inhibition data for predicting drug metabolism from PubChem BioAssay. Task: Regression/Classification. Given a drug SMILES string, predict its absorption, distribution, metabolism, or excretion properties. Task type varies by dataset: regression for continuous measurements (e.g., permeability, clearance, half-life) or binary classification for categorical outcomes (e.g., BBB penetration, CYP inhibition). Dataset: cyp3a4_veith. (1) The molecule is Cc1ccc2nc(NC(=O)COC(=O)c3ccc(Br)o3)sc2c1. The result is 1 (inhibitor). (2) The drug is COc1ccc2c(C)cc(N3CCOCC3)nc2c1. The result is 0 (non-inhibitor). (3) The molecule is Cc1cccc(N2CCN(C(=O)CSCc3c(C)noc3C)CC2)c1C. The result is 1 (inhibitor). (4) The molecule is CCn1cc(C(=O)[O-])c(=O)c2ccc(C)nc21.[Na+]. The result is 0 (non-inhibitor). (5) The molecule is CN(C)S(=O)(=O)c1ccc(NC(=O)N2CCN(c3ccccc3)CC2)cc1. The result is 0 (non-inhibitor). (6) The compound is COCCn1c(C(=O)N2CCCC2)cc2c1C[C@H]1CN(C(=O)c3ccccc3)[C@@](Cc3ccccc3)(C(=O)OC)[C@@H]21. The result is 1 (inhibitor). (7) The compound is O=C(Nc1ccc2ncccc2c1)Nc1ccc2ncccc2c1. The result is 0 (non-inhibitor).